This data is from Reaction yield outcomes from USPTO patents with 853,638 reactions. The task is: Predict the reaction yield, written as a fraction of the theoretical maximum amount of product (1.0 means a 100% yield; for example, 0.34 means a 34% yield). (1) The reactants are [Cl-].O[NH3+:3].[C:4](=[O:7])([O-])[OH:5].[Na+].CS(C)=O.[CH2:13]([O:17][C:18]1[CH:23]=[CH:22][C:21]([N:24]2[C:29](=[O:30])[C:28]([CH2:31][C:32]3[CH:37]=[CH:36][C:35]([C:38]4[C:39]([C:44]#[N:45])=[CH:40][CH:41]=[CH:42][CH:43]=4)=[CH:34][CH:33]=3)=[C:27]([CH2:46][CH2:47][CH3:48])[N:26]=[C:25]2[CH3:49])=[CH:20][CH:19]=1)[CH:14]([CH3:16])[CH3:15]. The catalyst is O.C(OCC)(=O)C. The product is [CH2:13]([O:17][C:18]1[CH:19]=[CH:20][C:21]([N:24]2[C:29](=[O:30])[C:28]([CH2:31][C:32]3[CH:33]=[CH:34][C:35]([C:38]4[CH:43]=[CH:42][CH:41]=[CH:40][C:39]=4[C:44]4[NH:3][C:4](=[O:7])[O:5][N:45]=4)=[CH:36][CH:37]=3)=[C:27]([CH2:46][CH2:47][CH3:48])[N:26]=[C:25]2[CH3:49])=[CH:22][CH:23]=1)[CH:14]([CH3:16])[CH3:15]. The yield is 0.400. (2) The reactants are [CH2:1]([O:3][C:4](=[O:38])[C:5]1[CH:10]=[CH:9][C:8]([N:11]2[CH:15]=[C:14]([C:16]3[CH:21]=[CH:20][C:19]([Cl:22])=[CH:18][C:17]=3[Cl:23])[N:13]=[C:12]2[CH2:24][C:25]2[CH:30]=[CH:29][C:28]([C:31]3[CH:36]=[CH:35][C:34]([OH:37])=[CH:33][CH:32]=3)=[CH:27][CH:26]=2)=[CH:7][CH:6]=1)[CH3:2].[CH3:39][S:40]([C:43]1[CH:44]=[C:45](B(O)O)[CH:46]=[CH:47][CH:48]=1)(=[O:42])=[O:41]. No catalyst specified. The product is [CH2:1]([O:3][C:4](=[O:38])[C:5]1[CH:6]=[CH:7][C:8]([N:11]2[CH:15]=[C:14]([C:16]3[CH:21]=[CH:20][C:19]([Cl:22])=[CH:18][C:17]=3[Cl:23])[N:13]=[C:12]2[CH2:24][C:25]2[CH:30]=[CH:29][C:28]([C:31]3[CH:32]=[CH:33][C:34]([O:37][C:46]4[CH:45]=[CH:44][C:43]([S:40]([CH3:39])(=[O:42])=[O:41])=[CH:48][CH:47]=4)=[CH:35][CH:36]=3)=[CH:27][CH:26]=2)=[CH:9][CH:10]=1)[CH3:2]. The yield is 0.690.